Task: Predict the product of the given reaction.. Dataset: Forward reaction prediction with 1.9M reactions from USPTO patents (1976-2016) (1) Given the reactants Cl[C:2]1[N:7]=[C:6]([C:8]2[C:9]([C:18]3[CH:19]=[C:20]([NH:24][C:25](=[O:34])[C:26]4[C:31]([F:32])=[CH:30][CH:29]=[CH:28][C:27]=4[F:33])[CH:21]=[CH:22][CH:23]=3)=[N:10][N:11]3[C:16]([CH3:17])=[CH:15][CH:14]=[CH:13][C:12]=23)[CH:5]=[CH:4][N:3]=1.[F:35][C:36]([F:45])([F:44])[C:37]1[CH:38]=[C:39]([CH:41]=[CH:42][CH:43]=1)[NH2:40], predict the reaction product. The product is: [F:33][C:27]1[CH:28]=[CH:29][CH:30]=[C:31]([F:32])[C:26]=1[C:25]([NH:24][C:20]1[CH:21]=[CH:22][CH:23]=[C:18]([C:9]2[C:8]([C:6]3[CH:5]=[CH:4][N:3]=[C:2]([NH:40][C:39]4[CH:41]=[CH:42][CH:43]=[C:37]([C:36]([F:35])([F:44])[F:45])[CH:38]=4)[N:7]=3)=[C:12]3[CH:13]=[CH:14][CH:15]=[C:16]([CH3:17])[N:11]3[N:10]=2)[CH:19]=1)=[O:34]. (2) Given the reactants [NH:1]1[CH2:5][CH2:4][CH:3]([CH2:6][NH:7][C:8]([C:10]2[C:14]3[N:15]=[CH:16][N:17]=[C:18]([C:19]4[C:27]5[O:26][CH2:25][O:24][C:23]=5[CH:22]=[CH:21][C:20]=4[O:28][CH2:29][CH:30]4[CH2:32][CH2:31]4)[C:13]=3[NH:12][CH:11]=2)=[O:9])[CH2:2]1.[CH3:33][O:34][CH2:35][C:36](Cl)=[O:37], predict the reaction product. The product is: [CH3:33][O:34][CH2:35][C:36]([N:1]1[CH2:5][CH2:4][CH:3]([CH2:6][NH:7][C:8]([C:10]2[C:14]3[N:15]=[CH:16][N:17]=[C:18]([C:19]4[C:27]5[O:26][CH2:25][O:24][C:23]=5[CH:22]=[CH:21][C:20]=4[O:28][CH2:29][CH:30]4[CH2:31][CH2:32]4)[C:13]=3[NH:12][CH:11]=2)=[O:9])[CH2:2]1)=[O:37]. (3) Given the reactants Cl[C:2]1[C:3]([OH:12])=[C:4]([O:10][CH3:11])[CH:5]=[C:6]([CH:9]=1)[CH:7]=[O:8].[ClH:13].[CH3:14][OH:15], predict the reaction product. The product is: [CH3:14][O:15][C:7](=[O:8])[C:6]1[CH:5]=[C:4]([O:10][CH3:11])[C:3]([OH:12])=[C:2]([Cl:13])[CH:9]=1. (4) Given the reactants CC1C(C#N)=[CH:4][C:5]2[N:9]=[CH:8][N:7]([CH:10]3[CH2:15][CH2:14][CH2:13][CH2:12][O:11]3)C=2C=1.[CH3:19][Mg+].[Br-].[C:22]([OH:34])(=O)[CH2:23][C:24]([CH2:29][C:30](O)=O)([C:26](O)=O)O, predict the reaction product. The product is: [CH3:26][C:24]1[C:23]([C:22](=[O:34])[CH3:19])=[CH:4][C:5]2[N:9]=[CH:8][N:7]([CH:10]3[CH2:15][CH2:14][CH2:13][CH2:12][O:11]3)[C:30]=2[CH:29]=1. (5) Given the reactants [Cl:1][C:2]1[C:7]([O:8][CH3:9])=[CH:6][CH:5]=[C:4]([Cl:10])[C:3]=1[N:11]=[C:12]=[O:13].[CH3:14][NH:15][C:16]1[CH:21]=[C:20]([NH:22][C:23]2[CH:28]=[CH:27][C:26]([N:29]3[CH2:34][CH2:33][N:32]([CH3:35])[CH2:31][CH2:30]3)=[CH:25][CH:24]=2)[N:19]=[CH:18][N:17]=1, predict the reaction product. The product is: [Cl:1][C:2]1[C:7]([O:8][CH3:9])=[CH:6][CH:5]=[C:4]([Cl:10])[C:3]=1[NH:11][C:12](=[O:13])[N:15]([CH3:14])[C:16]1[CH:21]=[C:20]([NH:22][C:23]2[CH:28]=[CH:27][C:26]([N:29]3[CH2:34][CH2:33][N:32]([CH3:35])[CH2:31][CH2:30]3)=[CH:25][CH:24]=2)[N:19]=[CH:18][N:17]=1. (6) Given the reactants [C:1]([O:5][C:6]([N:8]1[C:13]2[CH:14]=[C:15]([Cl:20])[C:16]([O:18][CH3:19])=[CH:17][C:12]=2[O:11][CH:10]([C:21](O)=[O:22])[CH2:9]1)=[O:7])([CH3:4])([CH3:3])[CH3:2].CCN=C=NCCCN(C)C.C1C=CC2N(O)N=NC=2C=1.CCN(C(C)C)C(C)C.[F:54][C:55]1[CH:69]=[CH:68][C:58]([CH2:59][C:60]2([CH2:66][OH:67])[CH2:65][CH2:64][NH:63][CH2:62][CH2:61]2)=[CH:57][CH:56]=1, predict the reaction product. The product is: [C:1]([O:5][C:6]([N:8]1[C:13]2[CH:14]=[C:15]([Cl:20])[C:16]([O:18][CH3:19])=[CH:17][C:12]=2[O:11][CH:10]([C:21]([N:63]2[CH2:64][CH2:65][C:60]([CH2:59][C:58]3[CH:57]=[CH:56][C:55]([F:54])=[CH:69][CH:68]=3)([CH2:66][OH:67])[CH2:61][CH2:62]2)=[O:22])[CH2:9]1)=[O:7])([CH3:4])([CH3:2])[CH3:3]. (7) Given the reactants [Cl:1][C:2]1[CH:9]=[CH:8][C:5]([C:6]#[N:7])=[C:4]([CH3:10])[CH:3]=1.C1C(=O)N([Br:18])C(=O)C1, predict the reaction product. The product is: [Br:18][CH2:10][C:4]1[CH:3]=[C:2]([Cl:1])[CH:9]=[CH:8][C:5]=1[C:6]#[N:7].